Dataset: Experimentally validated miRNA-target interactions with 360,000+ pairs, plus equal number of negative samples. Task: Binary Classification. Given a miRNA mature sequence and a target amino acid sequence, predict their likelihood of interaction. (1) The miRNA is hsa-let-7e-5p with sequence UGAGGUAGGAGGUUGUAUAGUU. The protein sequence of the target gene is MEDPFEEADQPTTEPGMVLDSVEAGDTTPPTKRKSKFSGFGKIFKPWKWRKKKSSDKFKETSEVLERKISMRKPREELVKRGVLLEDPEQGGEDPGKPSDAMLKNGHTTPIGNARSSSPVQVEEEPVRLASLRKAIPEEDLKKRLGSTGSQPNSEAESVPENVPKPPLLPPKRPLSSSHEASEGQAKDATSSGGTARFIISTSITTAPAATTAATSLAKTVNLSVTPSPAPRTLPAAPASTNTTATPSLTHMVPAKQPPIPPPKPAHRNSNPVIAELSQAINSGTLLSKPSPPLPPKRGI.... Result: 1 (interaction). (2) The protein sequence of the target gene is MPVARSWVCRKTYVTPRRPFEKSRLDQELKLIGEYGLRNKREVWRVKFTLAKIRKAARELLTLDEKDPRRLFEGNALLRRLVRIGVLDEGKMKLDYILGLKIEDFLERRLQTQVFKLGLAKSIHHARVLIRQRHIRVRKQVVNIPSFIVRLDSQKHIDFSLRSPYGGGRPGRVKRKNAKKGQGGAGAGDDEEED. Result: 1 (interaction). The miRNA is hsa-miR-6881-3p with sequence AUCCUCUUUCGUCCUUCCCACU.